Dataset: NCI-60 drug combinations with 297,098 pairs across 59 cell lines. Task: Regression. Given two drug SMILES strings and cell line genomic features, predict the synergy score measuring deviation from expected non-interaction effect. (1) Drug 1: CCC1=CC2CC(C3=C(CN(C2)C1)C4=CC=CC=C4N3)(C5=C(C=C6C(=C5)C78CCN9C7C(C=CC9)(C(C(C8N6C)(C(=O)OC)O)OC(=O)C)CC)OC)C(=O)OC.C(C(C(=O)O)O)(C(=O)O)O. Drug 2: C1CC(C1)(C(=O)O)C(=O)O.[NH2-].[NH2-].[Pt+2]. Cell line: OVCAR-8. Synergy scores: CSS=18.3, Synergy_ZIP=-5.40, Synergy_Bliss=-3.13, Synergy_Loewe=-23.9, Synergy_HSA=-1.55. (2) Drug 1: CC12CCC3C(C1CCC2NC(=O)OCC(F)(F)F)CCC4C3(C=CC(=O)N4C)C. Drug 2: C1CC(CCC1OC2=C(C(=CC=C2)Cl)F)(CC3=NC(=CC=C3)NC4=NC=CS4)C(=O)O. Cell line: T-47D. Synergy scores: CSS=14.4, Synergy_ZIP=0.960, Synergy_Bliss=1.64, Synergy_Loewe=1.66, Synergy_HSA=4.21. (3) Drug 1: C1=CC(=CC=C1CC(C(=O)O)N)N(CCCl)CCCl.Cl. Drug 2: CCN(CC)CCCC(C)NC1=C2C=C(C=CC2=NC3=C1C=CC(=C3)Cl)OC. Cell line: SF-539. Synergy scores: CSS=42.9, Synergy_ZIP=-4.63, Synergy_Bliss=0.430, Synergy_Loewe=-4.59, Synergy_HSA=0.480. (4) Drug 1: CCC1=CC2CC(C3=C(CN(C2)C1)C4=CC=CC=C4N3)(C5=C(C=C6C(=C5)C78CCN9C7C(C=CC9)(C(C(C8N6C)(C(=O)OC)O)OC(=O)C)CC)OC)C(=O)OC.C(C(C(=O)O)O)(C(=O)O)O. Drug 2: C1=NC2=C(N1)C(=S)N=CN2. Cell line: KM12. Synergy scores: CSS=54.5, Synergy_ZIP=-2.48, Synergy_Bliss=-4.46, Synergy_Loewe=-1.91, Synergy_HSA=0.756. (5) Drug 1: CC12CCC3C(C1CCC2O)C(CC4=C3C=CC(=C4)O)CCCCCCCCCS(=O)CCCC(C(F)(F)F)(F)F. Drug 2: CC(C)CN1C=NC2=C1C3=CC=CC=C3N=C2N. Cell line: NCI-H226. Synergy scores: CSS=-6.26, Synergy_ZIP=6.64, Synergy_Bliss=6.90, Synergy_Loewe=-5.38, Synergy_HSA=-2.54. (6) Drug 1: CC1C(C(CC(O1)OC2CC(CC3=C2C(=C4C(=C3O)C(=O)C5=C(C4=O)C(=CC=C5)OC)O)(C(=O)C)O)N)O.Cl. Drug 2: CC1=C(N=C(N=C1N)C(CC(=O)N)NCC(C(=O)N)N)C(=O)NC(C(C2=CN=CN2)OC3C(C(C(C(O3)CO)O)O)OC4C(C(C(C(O4)CO)O)OC(=O)N)O)C(=O)NC(C)C(C(C)C(=O)NC(C(C)O)C(=O)NCCC5=NC(=CS5)C6=NC(=CS6)C(=O)NCCC[S+](C)C)O. Cell line: SNB-75. Synergy scores: CSS=3.05, Synergy_ZIP=1.79, Synergy_Bliss=4.01, Synergy_Loewe=-1.06, Synergy_HSA=-0.688. (7) Drug 1: CN(C)N=NC1=C(NC=N1)C(=O)N. Drug 2: CCCCCOC(=O)NC1=NC(=O)N(C=C1F)C2C(C(C(O2)C)O)O. Cell line: CAKI-1. Synergy scores: CSS=3.74, Synergy_ZIP=-4.20, Synergy_Bliss=-6.43, Synergy_Loewe=-7.63, Synergy_HSA=-4.76. (8) Drug 1: CC(CN1CC(=O)NC(=O)C1)N2CC(=O)NC(=O)C2. Drug 2: COCCOC1=C(C=C2C(=C1)C(=NC=N2)NC3=CC=CC(=C3)C#C)OCCOC.Cl. Cell line: SF-295. Synergy scores: CSS=22.1, Synergy_ZIP=-6.05, Synergy_Bliss=-3.20, Synergy_Loewe=-2.72, Synergy_HSA=-2.69. (9) Drug 1: CC12CCC3C(C1CCC2=O)CC(=C)C4=CC(=O)C=CC34C. Drug 2: CNC(=O)C1=NC=CC(=C1)OC2=CC=C(C=C2)NC(=O)NC3=CC(=C(C=C3)Cl)C(F)(F)F. Cell line: SNB-75. Synergy scores: CSS=30.9, Synergy_ZIP=-1.57, Synergy_Bliss=2.08, Synergy_Loewe=-1.56, Synergy_HSA=2.27. (10) Drug 1: CN(CCCl)CCCl.Cl. Drug 2: CCC1(C2=C(COC1=O)C(=O)N3CC4=CC5=C(C=CC(=C5CN(C)C)O)N=C4C3=C2)O.Cl. Cell line: NCI-H460. Synergy scores: CSS=72.0, Synergy_ZIP=1.46, Synergy_Bliss=-0.823, Synergy_Loewe=-0.665, Synergy_HSA=1.44.